Dataset: Forward reaction prediction with 1.9M reactions from USPTO patents (1976-2016). Task: Predict the product of the given reaction. (1) Given the reactants [CH3:1][C:2]1([CH3:18])[C:6]([CH3:8])([CH3:7])[O:5][B:4]([C:9]2[CH:17]=[CH:16][C:12]([C:13]([OH:15])=O)=[CH:11][CH:10]=2)[O:3]1.[CH2:19]([N:21]1[CH2:26][CH2:25][NH:24][CH2:23][CH2:22]1)[CH3:20], predict the reaction product. The product is: [CH2:19]([N:21]1[CH2:26][CH2:25][N:24]([C:13]([C:12]2[CH:11]=[CH:10][C:9]([B:4]3[O:5][C:6]([CH3:7])([CH3:8])[C:2]([CH3:1])([CH3:18])[O:3]3)=[CH:17][CH:16]=2)=[O:15])[CH2:23][CH2:22]1)[CH3:20]. (2) Given the reactants [CH:1]([C:4]1[C:5]([O:15][CH3:16])=[CH:6][C:7]([O:13][CH3:14])=[C:8]([CH:12]=1)[C:9]([OH:11])=O)([CH3:3])[CH3:2].C1C=CC2N(O)N=NC=2C=1.C(Cl)CCl.[Br:31][C:32]1[CH:33]=[C:34]2[C:38](=[CH:39][CH:40]=1)[CH2:37][NH:36][CH2:35]2, predict the reaction product. The product is: [Br:31][C:32]1[CH:33]=[C:34]2[C:38](=[CH:39][CH:40]=1)[CH2:37][N:36]([C:9]([C:8]1[CH:12]=[C:4]([CH:1]([CH3:2])[CH3:3])[C:5]([O:15][CH3:16])=[CH:6][C:7]=1[O:13][CH3:14])=[O:11])[CH2:35]2. (3) Given the reactants C(OC([NH:8][C:9]1[CH:14]=[CH:13][N:12]=[C:11]([C:15]2[S:16][C:17]3[CH:25]=[CH:24][CH:23]=[CH:22][C:18]=3[C:19](=[O:21])[N:20]=2)[CH:10]=1)=O)(C)(C)C.C(OC(C)C)(C)C, predict the reaction product. The product is: [NH2:8][C:9]1[CH:14]=[CH:13][N:12]=[C:11]([C:15]2[S:16][C:17]3[CH:25]=[CH:24][CH:23]=[CH:22][C:18]=3[C:19](=[O:21])[N:20]=2)[CH:10]=1. (4) Given the reactants Br[C:2]1[CH:3]=[CH:4][C:5]([C:8]2[CH2:12][C@@H:11]([CH2:13][O:14][CH2:15][CH3:16])[O:10][N:9]=2)=[N:6][CH:7]=1.[F:17][C:18]1[CH:19]=[C:20]([N:33]2[CH2:37][C@H:36]([CH2:38][N:39]3[CH:43]=[CH:42][N:41]=[N:40]3)[O:35][C:34]2=[O:44])[CH:21]=[CH:22][C:23]=1B1OC(C)(C)C(C)(C)O1.C(=O)([O-])[O-].[K+].[K+], predict the reaction product. The product is: [CH2:15]([O:14][CH2:13][C@H:11]1[O:10][N:9]=[C:8]([C:5]2[N:6]=[CH:7][C:2]([C:23]3[CH:22]=[CH:21][C:20]([N:33]4[CH2:37][C@@H:36]([CH2:38][N:39]5[CH:43]=[CH:42][N:41]=[N:40]5)[O:35][C:34]4=[O:44])=[CH:19][C:18]=3[F:17])=[CH:3][CH:4]=2)[CH2:12]1)[CH3:16]. (5) Given the reactants [NH2:1][C:2]1[CH:7]=[CH:6][C:5]([N:8]([CH2:30][C:31]2[CH:36]=[CH:35][CH:34]=[C:33]([C:37]#[N:38])[CH:32]=2)[CH:9]2[CH2:14][CH2:13][N:12]([CH:15]([CH3:29])[CH2:16][CH2:17][NH:18][C:19]([C:21]3[C:22]([CH3:28])=[N:23][CH:24]=[N:25][C:26]=3[CH3:27])=[O:20])[CH2:11][CH2:10]2)=[CH:4][CH:3]=1.CCN(CC)CC.[C:46](O[C:46]([C:48]([F:51])([F:50])[F:49])=[O:47])([C:48]([F:51])([F:50])[F:49])=[O:47], predict the reaction product. The product is: [C:37]([C:33]1[CH:32]=[C:31]([CH:36]=[CH:35][CH:34]=1)[CH2:30][N:8]([C:5]1[CH:4]=[CH:3][C:2]([NH:1][C:46](=[O:47])[C:48]([F:51])([F:50])[F:49])=[CH:7][CH:6]=1)[CH:9]1[CH2:14][CH2:13][N:12]([CH:15]([CH3:29])[CH2:16][CH2:17][NH:18][C:19]([C:21]2[C:26]([CH3:27])=[N:25][CH:24]=[N:23][C:22]=2[CH3:28])=[O:20])[CH2:11][CH2:10]1)#[N:38]. (6) Given the reactants [CH3:1][O:2][C:3]1[CH:4]=[C:5]([CH:19]=[CH:20][C:21]=1[O:22][CH3:23])[C:6]([C:8]1[CH:16]=[CH:15][C:14]([O:17][CH3:18])=[CH:13][C:9]=1[C:10](O)=[O:11])=O.O.[NH2:25][NH2:26], predict the reaction product. The product is: [CH3:1][O:2][C:3]1[CH:4]=[C:5]([C:6]2[C:8]3[C:9](=[CH:13][C:14]([O:17][CH3:18])=[CH:15][CH:16]=3)[C:10](=[O:11])[NH:26][N:25]=2)[CH:19]=[CH:20][C:21]=1[O:22][CH3:23].